This data is from Full USPTO retrosynthesis dataset with 1.9M reactions from patents (1976-2016). The task is: Predict the reactants needed to synthesize the given product. (1) Given the product [C:13]1([CH2:12][CH2:11][C:10]2[C:3]3[C:2](=[CH:9][CH:8]=[C:5]([C:6]#[N:7])[CH:4]=3)[NH:21][N:20]=2)[CH:18]=[CH:17][CH:16]=[CH:15][CH:14]=1, predict the reactants needed to synthesize it. The reactants are: F[C:2]1[CH:9]=[CH:8][C:5]([C:6]#[N:7])=[CH:4][C:3]=1[C:10](=O)[CH2:11][CH2:12][C:13]1[CH:18]=[CH:17][CH:16]=[CH:15][CH:14]=1.[NH2:20][NH2:21].O. (2) Given the product [CH3:17][C:15]1([CH3:18])[CH2:14][N:13]([C:19]([O:21][C:22]([CH3:23])([CH3:24])[CH3:25])=[O:20])[CH2:12][C:11]2([CH2:26][CH2:27][NH:8][CH2:9][CH2:10]2)[O:16]1, predict the reactants needed to synthesize it. The reactants are: C([N:8]1[CH2:27][CH2:26][C:11]2([O:16][C:15]([CH3:18])([CH3:17])[CH2:14][N:13]([C:19]([O:21][C:22]([CH3:25])([CH3:24])[CH3:23])=[O:20])[CH2:12]2)[CH2:10][CH2:9]1)C1C=CC=CC=1.C([O-])=O.[NH4+]. (3) Given the product [CH3:11][O:12][C:13]1[CH:14]=[C:15]([CH:26]=[C:27]([O:31][CH3:32])[C:28]=1[O:29][CH3:30])[CH2:16][C:17]1[S:21][C:20]2[CH:22]=[CH:23][CH:24]=[CH:25][C:19]=2[C:18]=1[S:6]([Cl:10])(=[O:8])=[O:7], predict the reactants needed to synthesize it. The reactants are: CN(C)C=O.[S:6]([Cl:10])(Cl)(=[O:8])=[O:7].[CH3:11][O:12][C:13]1[CH:14]=[C:15]([CH:26]=[C:27]([O:31][CH3:32])[C:28]=1[O:29][CH3:30])[CH2:16][C:17]1[S:21][C:20]2[CH:22]=[CH:23][CH:24]=[CH:25][C:19]=2[CH:18]=1. (4) Given the product [P:11]([O-:15])([O-:14])([O-:13])=[O:12].[CH3:1][N:2]([CH3:10])[CH2:3][CH:4]=[CH:5][C:6]([NH:8][CH3:9])=[O:7], predict the reactants needed to synthesize it. The reactants are: [CH3:1][N:2]([CH3:10])[CH2:3][CH:4]=[CH:5][C:6]([NH:8][CH3:9])=[O:7].[P:11](=[O:15])([OH:14])([OH:13])[OH:12]. (5) Given the product [CH3:14][N:10]([CH2:11][CH2:12][CH3:13])[C:8](=[O:9])[C:7]1[CH:6]=[C:5]([CH:17]=[C:16]([C:18]([N:20]2[CH2:24][CH2:23][CH2:22][CH:21]2[CH3:25])=[O:19])[CH:15]=1)[C:4]([OH:26])=[O:3], predict the reactants needed to synthesize it. The reactants are: C([O:3][C:4](=[O:26])[C:5]1[CH:17]=[C:16]([C:18]([N:20]2[CH2:24][CH2:23][CH2:22][CH:21]2[CH3:25])=[O:19])[CH:15]=[C:7]([C:8]([N:10]([CH3:14])[CH2:11][CH2:12][CH3:13])=[O:9])[CH:6]=1)C.[OH-].[Li+].C1COCC1. (6) The reactants are: [C:1]([N:5]1[C:10](=[O:11])[C:9]([CH2:12]OS(C2C=CC(C)=CC=2)(=O)=O)=[C:8]([S:24][CH2:25][C:26]2[CH:31]=[CH:30][C:29]([C:32]([CH3:35])([CH3:34])[CH3:33])=[CH:28][CH:27]=2)[CH:7]=[N:6]1)([CH3:4])([CH3:3])[CH3:2].[F-:36].C([N+](CCCC)(CCCC)CCCC)CCC.ClCCl. Given the product [C:1]([N:5]1[C:10](=[O:11])[C:9]([CH2:12][F:36])=[C:8]([S:24][CH2:25][C:26]2[CH:31]=[CH:30][C:29]([C:32]([CH3:35])([CH3:34])[CH3:33])=[CH:28][CH:27]=2)[CH:7]=[N:6]1)([CH3:4])([CH3:3])[CH3:2], predict the reactants needed to synthesize it.